This data is from Full USPTO retrosynthesis dataset with 1.9M reactions from patents (1976-2016). The task is: Predict the reactants needed to synthesize the given product. (1) Given the product [F:8][C:7]1[CH:6]=[C:5]([N:9]2[C:18]3[C:13](=[CH:14][C:15]([S:19]([NH:22][C:23]4[CH:27]=[CH:26][O:25][N:24]=4)(=[O:21])=[O:20])=[CH:16][CH:17]=3)[CH:12]=[CH:11][C:10]2=[O:28])[C:4]([CH3:29])=[CH:3][C:2]=1[C:35]1[CH:34]=[CH:33][CH:32]=[C:31]([F:30])[CH:36]=1, predict the reactants needed to synthesize it. The reactants are: Br[C:2]1[C:7]([F:8])=[CH:6][C:5]([N:9]2[C:18]3[C:13](=[CH:14][C:15]([S:19]([NH:22][C:23]4[CH:27]=[CH:26][O:25][N:24]=4)(=[O:21])=[O:20])=[CH:16][CH:17]=3)[CH:12]=[CH:11][C:10]2=[O:28])=[C:4]([CH3:29])[CH:3]=1.[F:30][C:31]1[CH:32]=[C:33](B(O)O)[CH:34]=[CH:35][CH:36]=1.C(=O)([O-])[O-].[K+].[K+]. (2) Given the product [CH2:24]([O:28][CH:2]1[C:15]2[C:10](=[CH:11][CH:12]=[CH:13][C:14]=2[Cl:16])[C:9](=[O:17])[C:8]2[C:7]([Cl:18])=[CH:6][CH:5]=[CH:4][C:3]1=2)[CH:25]([CH3:27])[CH3:26], predict the reactants needed to synthesize it. The reactants are: Br[CH:2]1[C:15]2[C:10](=[CH:11][CH:12]=[CH:13][C:14]=2[Cl:16])[C:9](=[O:17])[C:8]2[C:7]([Cl:18])=[CH:6][CH:5]=[CH:4][C:3]1=2.C(=O)([O-])[O-].[Ca+2].[CH2:24]([OH:28])[CH:25]([CH3:27])[CH3:26].O. (3) Given the product [CH2:15]([N:7]([C:1]1[CH:2]=[CH:3][CH:4]=[CH:5][CH:6]=1)[C:8]1[CH:9]=[CH:10][CH:11]=[CH:12][CH:13]=1)[CH2:16][CH2:17][CH2:18][CH2:19][CH3:20], predict the reactants needed to synthesize it. The reactants are: [C:1]1([NH:7][C:8]2[CH:13]=[CH:12][CH:11]=[CH:10][CH:9]=2)[CH:6]=[CH:5][CH:4]=[CH:3][CH:2]=1.Br[CH2:15][CH2:16][CH2:17][CH2:18][CH2:19][CH3:20].C1(C)C=CC=CC=1.[NH2-].[Na+]. (4) Given the product [C:2]([O:5][C:6]([N:8]1[CH2:13][CH2:12][N:11]([CH3:14])[CH2:10][CH:9]1[C:15]([C:22]1[O:21][C:25]2[CH:26]=[CH:27][CH:28]=[CH:29][C:24]=2[CH:23]=1)=[O:20])=[O:7])([CH3:1])([CH3:3])[CH3:4], predict the reactants needed to synthesize it. The reactants are: [CH3:1][C:2]([O:5][C:6]([N:8]1[CH2:13][CH2:12][N:11]([CH3:14])[CH2:10][CH:9]1[C:15](=[O:20])N(OC)C)=[O:7])([CH3:4])[CH3:3].[O:21]1[C:25]2[CH:26]=[CH:27][CH:28]=[CH:29][C:24]=2[CH:23]=[CH:22]1. (5) Given the product [CH2:23]([O:22][C@@H:5]([CH2:6][C:7]1[CH:8]=[CH:9][C:10]([O:13][CH2:14][C:15]2[S:16][C:17]([C:31]3[CH:32]=[CH:33][C:28]([C:27]([F:38])([F:37])[F:26])=[CH:29][CH:30]=3)=[CH:18][C:19]=2[CH3:20])=[CH:11][CH:12]=1)[C:4]([OH:3])=[O:25])[CH3:24], predict the reactants needed to synthesize it. The reactants are: C([O:3][C:4](=[O:25])[C@@H:5]([O:22][CH2:23][CH3:24])[CH2:6][C:7]1[CH:12]=[CH:11][C:10]([O:13][CH2:14][C:15]2[S:16][C:17](Br)=[CH:18][C:19]=2[CH3:20])=[CH:9][CH:8]=1)C.[F:26][C:27]([F:38])([F:37])[C:28]1[CH:33]=[CH:32][C:31](B(O)O)=[CH:30][CH:29]=1. (6) Given the product [CH:1]1([CH2:6][CH:7]([C:11]2[CH:16]=[CH:15][CH:14]=[C:13]([O:17][CH3:18])[CH:12]=2)[C:8]([NH:25][C:26]2[S:27][CH:28]=[CH:29][N:30]=2)=[O:10])[CH2:2][CH2:3][CH2:4][CH2:5]1, predict the reactants needed to synthesize it. The reactants are: [CH:1]1([CH2:6][CH:7]([C:11]2[CH:16]=[CH:15][CH:14]=[C:13]([O:17][CH3:18])[CH:12]=2)[C:8]([OH:10])=O)[CH2:5][CH2:4][CH2:3][CH2:2]1.C(Cl)(=O)C(Cl)=O.[NH2:25][C:26]1[S:27][CH:28]=[CH:29][N:30]=1.C(N(CC)C(C)C)(C)C. (7) Given the product [CH3:1][N:2]1[C:10]2[C:5](=[CH:6][CH:7]=[CH:8][CH:9]=2)[CH:4]=[C:3]1[CH2:11][OH:12], predict the reactants needed to synthesize it. The reactants are: [CH3:1][N:2]1[C:10]2[C:5](=[CH:6][CH:7]=[CH:8][CH:9]=2)[CH:4]=[C:3]1[C:11]([O-])=[O:12].[H-].[H-].[H-].[H-].[Li+].[Al+3]. (8) Given the product [Cl:19][C:5]1[C:6]([C:8]2[CH:9]=[C:10]([NH:14][C:15](=[O:18])[CH:16]=[CH2:17])[CH:11]=[CH:12][CH:13]=2)=[N:7][C:2]([NH:29][C:28]2[CH:30]=[CH:31][CH:32]=[C:26]([N:23]3[CH2:24][CH2:25][O:20][CH2:21][CH2:22]3)[CH:27]=2)=[N:3][CH:4]=1, predict the reactants needed to synthesize it. The reactants are: Cl[C:2]1[N:7]=[C:6]([C:8]2[CH:9]=[C:10]([NH:14][C:15](=[O:18])[CH:16]=[CH2:17])[CH:11]=[CH:12][CH:13]=2)[C:5]([Cl:19])=[CH:4][N:3]=1.[O:20]1[CH2:25][CH2:24][N:23]([C:26]2[CH:27]=[C:28]([CH:30]=[CH:31][CH:32]=2)[NH2:29])[CH2:22][CH2:21]1.C(=O)([O-])[O-].[K+].[K+].C1(P(C2C=CC=CC=2)C2C3OC4C(=CC=CC=4P(C4C=CC=CC=4)C4C=CC=CC=4)C(C)(C)C=3C=CC=2)C=CC=CC=1.